From a dataset of NCI-60 drug combinations with 297,098 pairs across 59 cell lines. Regression. Given two drug SMILES strings and cell line genomic features, predict the synergy score measuring deviation from expected non-interaction effect. (1) Drug 1: CCC1(CC2CC(C3=C(CCN(C2)C1)C4=CC=CC=C4N3)(C5=C(C=C6C(=C5)C78CCN9C7C(C=CC9)(C(C(C8N6C)(C(=O)OC)O)OC(=O)C)CC)OC)C(=O)OC)O.OS(=O)(=O)O. Drug 2: CC1C(C(CC(O1)OC2CC(CC3=C2C(=C4C(=C3O)C(=O)C5=C(C4=O)C(=CC=C5)OC)O)(C(=O)CO)O)N)O.Cl. Cell line: SF-295. Synergy scores: CSS=46.2, Synergy_ZIP=-6.76, Synergy_Bliss=-4.15, Synergy_Loewe=-1.88, Synergy_HSA=-0.792. (2) Drug 1: C1=CC(=C2C(=C1NCCNCCO)C(=O)C3=C(C=CC(=C3C2=O)O)O)NCCNCCO. Synergy scores: CSS=42.6, Synergy_ZIP=7.74, Synergy_Bliss=7.17, Synergy_Loewe=-6.92, Synergy_HSA=7.82. Drug 2: C1C(C(OC1N2C=C(C(=O)NC2=O)F)CO)O. Cell line: T-47D. (3) Drug 1: CN(C)N=NC1=C(NC=N1)C(=O)N. Drug 2: CCN(CC)CCCC(C)NC1=C2C=C(C=CC2=NC3=C1C=CC(=C3)Cl)OC. Cell line: SW-620. Synergy scores: CSS=30.1, Synergy_ZIP=7.72, Synergy_Bliss=6.43, Synergy_Loewe=-25.5, Synergy_HSA=2.02. (4) Drug 1: CN(CCCl)CCCl.Cl. Drug 2: CCC1(C2=C(COC1=O)C(=O)N3CC4=CC5=C(C=CC(=C5CN(C)C)O)N=C4C3=C2)O.Cl. Cell line: UACC62. Synergy scores: CSS=59.8, Synergy_ZIP=-1.44, Synergy_Bliss=0.722, Synergy_Loewe=1.60, Synergy_HSA=5.36. (5) Drug 1: CN1C(=O)N2C=NC(=C2N=N1)C(=O)N. Drug 2: CC1C(C(CC(O1)OC2CC(OC(C2O)C)OC3=CC4=CC5=C(C(=O)C(C(C5)C(C(=O)C(C(C)O)O)OC)OC6CC(C(C(O6)C)O)OC7CC(C(C(O7)C)O)OC8CC(C(C(O8)C)O)(C)O)C(=C4C(=C3C)O)O)O)O. Cell line: NCI-H522. Synergy scores: CSS=11.3, Synergy_ZIP=-0.563, Synergy_Bliss=-1.18, Synergy_Loewe=-1.23, Synergy_HSA=-1.13. (6) Drug 1: CN(CC1=CN=C2C(=N1)C(=NC(=N2)N)N)C3=CC=C(C=C3)C(=O)NC(CCC(=O)O)C(=O)O. Drug 2: CC12CCC3C(C1CCC2OP(=O)(O)O)CCC4=C3C=CC(=C4)OC(=O)N(CCCl)CCCl.[Na+]. Cell line: MCF7. Synergy scores: CSS=-4.63, Synergy_ZIP=-5.52, Synergy_Bliss=-2.15, Synergy_Loewe=-19.3, Synergy_HSA=-7.45. (7) Drug 1: CCCCC(=O)OCC(=O)C1(CC(C2=C(C1)C(=C3C(=C2O)C(=O)C4=C(C3=O)C=CC=C4OC)O)OC5CC(C(C(O5)C)O)NC(=O)C(F)(F)F)O. Drug 2: N.N.Cl[Pt+2]Cl. Cell line: EKVX. Synergy scores: CSS=42.3, Synergy_ZIP=2.99, Synergy_Bliss=4.26, Synergy_Loewe=-5.08, Synergy_HSA=2.97.